From a dataset of Full USPTO retrosynthesis dataset with 1.9M reactions from patents (1976-2016). Predict the reactants needed to synthesize the given product. (1) The reactants are: [N:1]1[O:2][N:3]=[C:4]2[CH:9]=[C:8]([CH:10]=O)[CH:7]=[CH:6][C:5]=12.[OH:12][C:13]1[CH:18]=[CH:17][CH:16]=[CH:15][C:14]=1[N:19]1[C:23](=[O:24])[CH2:22][S:21][C:20]1=[S:25].C([O-])(=O)C.[Na+]. Given the product [N:1]1[O:2][N:3]=[C:4]2[CH:9]=[C:8]([CH:10]=[C:22]3[S:21][C:20](=[S:25])[N:19]([C:14]4[CH:15]=[CH:16][CH:17]=[CH:18][C:13]=4[OH:12])[C:23]3=[O:24])[CH:7]=[CH:6][C:5]=12, predict the reactants needed to synthesize it. (2) Given the product [Cl:39][C:36]1[CH:37]=[CH:38][C:33]2[N:34]([C:40]([CH2:41][N:49]3[CH:53]=[CH:52][N:51]=[N:50]3)=[C:31]([C:28]3[CH:27]=[CH:26][CH:25]=[CH:30][CH:29]=3)[N:32]=2)[CH:35]=1, predict the reactants needed to synthesize it. The reactants are: N1(CC2N3C=C(C)C=CC3=NC=2C2C=CC(C)=CC=2)C=CN=C1.Cl.[C:25]1(C2C=CC=CC=2)[CH:30]=[CH:29][C:28]([C:31]2[N:32]=[C:33]3[CH:38]=[CH:37][C:36]([Cl:39])=[CH:35][N:34]3[C:40]=2[CH2:41]Cl)=[CH:27][CH:26]=1.[NH:49]1[CH:53]=[CH:52][N:51]=[N:50]1.